This data is from Full USPTO retrosynthesis dataset with 1.9M reactions from patents (1976-2016). The task is: Predict the reactants needed to synthesize the given product. (1) Given the product [C:7]1([C:1]2[CH:2]=[CH:3][CH:4]=[CH:5][CH:6]=2)[CH:8]=[CH:9][C:10]([O:13][CH2:23][CH2:24][CH2:25][OH:20])=[CH:11][CH:12]=1, predict the reactants needed to synthesize it. The reactants are: [C:1]1([C:7]2[CH:12]=[CH:11][C:10]([OH:13])=[CH:9][CH:8]=2)[CH:6]=[CH:5][CH:4]=[CH:3][CH:2]=1.CC(C)([O-])C.[K+].[O:20]1[CH2:25][CH2:24][CH2:23]OS1(=O)=O. (2) Given the product [Cl:1][C:2]1[CH:7]=[CH:6][CH:5]=[C:4]([Cl:8])[C:3]=1[NH:9][C:10]1[CH:11]=[C:12]([CH2:16][C:17]([O:19][C:31]2[CH:30]=[CH:29][CH:28]=[C:27]([C@H:24]([CH2:25][CH3:26])[C@@H:23]([CH3:34])[CH2:22][N:21]([CH3:35])[CH3:20])[CH:32]=2)=[O:18])[CH:13]=[CH:14][CH:15]=1, predict the reactants needed to synthesize it. The reactants are: [Cl:1][C:2]1[CH:7]=[CH:6][CH:5]=[C:4]([Cl:8])[C:3]=1[NH:9][C:10]1[CH:11]=[C:12]([CH2:16][C:17]([OH:19])=[O:18])[CH:13]=[CH:14][CH:15]=1.[CH3:20][N:21]([CH3:35])[CH2:22][C@H:23]([CH3:34])[C@H:24]([C:27]1[CH:28]=[C:29](O)[CH:30]=[CH:31][CH:32]=1)[CH2:25][CH3:26].C1(N=C=NC2CCCCC2)CCCCC1.